This data is from Full USPTO retrosynthesis dataset with 1.9M reactions from patents (1976-2016). The task is: Predict the reactants needed to synthesize the given product. (1) Given the product [CH2:16]([N:8]([CH2:1][C:2]1[CH:3]=[CH:4][CH:5]=[CH:6][CH:7]=1)[C@@H:9]1[CH2:14][CH2:13][CH2:12][C:11]([CH3:23])([OH:15])[CH2:10]1)[C:17]1[CH:22]=[CH:21][CH:20]=[CH:19][CH:18]=1, predict the reactants needed to synthesize it. The reactants are: [CH2:1]([N:8]([CH2:16][C:17]1[CH:22]=[CH:21][CH:20]=[CH:19][CH:18]=1)[C@@H:9]1[CH2:14][CH2:13][CH2:12][C:11](=[O:15])[CH2:10]1)[C:2]1[CH:7]=[CH:6][CH:5]=[CH:4][CH:3]=1.[CH3:23][Mg]Br.[Cl-].[NH4+]. (2) Given the product [Cl:1][C:2]1[C:3]([NH:15][CH:16]2[CH2:23][CH:19]3[CH2:20][N:21]([C:27](=[O:28])[CH2:26][C:24]#[N:25])[CH2:22][CH:18]3[CH2:17]2)=[N:4][C:5]([NH:8][C:9]2[CH:10]=[N:11][N:12]([CH3:14])[CH:13]=2)=[N:6][CH:7]=1, predict the reactants needed to synthesize it. The reactants are: [Cl:1][C:2]1[C:3]([NH:15][CH:16]2[CH2:23][CH:19]3[CH2:20][NH:21][CH2:22][CH:18]3[CH2:17]2)=[N:4][C:5]([NH:8][C:9]2[CH:10]=[N:11][N:12]([CH3:14])[CH:13]=2)=[N:6][CH:7]=1.[C:24]([CH2:26][C:27](O)=[O:28])#[N:25].CN(C(ON1N=NC2C=CC=NC1=2)=[N+](C)C)C.F[P-](F)(F)(F)(F)F.CCN(CC)CC. (3) Given the product [CH:1]([O:4][C:5]([N:7]1[CH2:12][CH2:11][CH:10]([CH:13]2[CH2:17][C:16]3[CH:18]=[C:19]([C:27]4[C:28]([CH3:30])=[N:29][C:24]([Cl:23])=[CH:25][CH:26]=4)[CH:20]=[CH:21][C:15]=3[O:14]2)[CH2:9][CH2:8]1)=[O:6])([CH3:3])[CH3:2], predict the reactants needed to synthesize it. The reactants are: [CH:1]([O:4][C:5]([N:7]1[CH2:12][CH2:11][CH:10]([CH:13]2[CH2:17][C:16]3[CH:18]=[C:19](Br)[CH:20]=[CH:21][C:15]=3[O:14]2)[CH2:9][CH2:8]1)=[O:6])([CH3:3])[CH3:2].[Cl:23][C:24]1[N:29]=[C:28]([CH3:30])[C:27](B(O)O)=[CH:26][CH:25]=1.